From a dataset of Full USPTO retrosynthesis dataset with 1.9M reactions from patents (1976-2016). Predict the reactants needed to synthesize the given product. Given the product [CH2:1]([O:8][C:9]([NH:11][C@@H:12]([CH:18]([CH3:20])[CH3:19])[CH:13]([O:17][C:27](=[O:29])[CH3:28])[C:14]([OH:16])=[O:15])=[O:10])[C:2]1[CH:3]=[CH:4][CH:5]=[CH:6][CH:7]=1, predict the reactants needed to synthesize it. The reactants are: [CH2:1]([O:8][C:9]([NH:11][C@@H:12]([CH:18]([CH3:20])[CH3:19])[CH:13]([OH:17])[C:14]([OH:16])=[O:15])=[O:10])[C:2]1[CH:7]=[CH:6][CH:5]=[CH:4][CH:3]=1.N1C=CC=CC=1.[C:27](OC(=O)C)(=[O:29])[CH3:28].